From a dataset of Forward reaction prediction with 1.9M reactions from USPTO patents (1976-2016). Predict the product of the given reaction. (1) The product is: [Cl:1][C:2]1[N:10]=[C:9]2[C:5]([N:6]=[C:7]([CH2:13][N:14]3[CH2:15][CH2:16][N:50]([C:56]([CH3:61])([CH3:60])[C:57]([NH2:59])=[O:58])[CH2:23][CH2:24]3)[N:8]2[CH3:11])=[C:4]([N:25]2[CH2:30][CH2:29][O:28][CH2:27][CH2:26]2)[N:3]=1. Given the reactants [Cl:1][C:2]1[N:10]=[C:9]2[C:5]([N:6]=[C:7]([CH2:13][N:14]3[CH2:24][CH2:23]C4(C(=O)NCC4)[CH2:16][CH2:15]3)[N:8]2[CH2:11]C)=[C:4]([N:25]2[CH2:30][CH2:29][O:28][CH2:27][CH2:26]2)[N:3]=1.ClC1N=C2C(N=C(C=O)N2C)=C(N2CCOCC2)N=1.[N:50]1([C:56]([CH3:61])([CH3:60])[C:57]([NH2:59])=[O:58])CCNCC1, predict the reaction product. (2) The product is: [O:21]1[CH2:26][CH2:25][O:24][C:23]2[CH:27]=[C:28]([C:2]3[C:11]([N:12]([CH:14]([CH3:15])[CH3:16])[CH3:13])=[N:10][C:9]4[C:4](=[CH:5][CH:6]=[C:7]([C:17]([OH:19])=[O:18])[CH:8]=4)[N:3]=3)[CH:29]=[CH:30][C:22]1=2. Given the reactants Cl[C:2]1[C:11]([N:12]([CH:14]([CH3:16])[CH3:15])[CH3:13])=[N:10][C:9]2[C:4](=[CH:5][CH:6]=[C:7]([C:17]([O:19]C)=[O:18])[CH:8]=2)[N:3]=1.[O:21]1[CH2:26][CH2:25][O:24][C:23]2[CH:27]=[C:28](B(O)O)[CH:29]=[CH:30][C:22]1=2.[O-]P([O-])([O-])=O.[K+].[K+].[K+], predict the reaction product.